Dataset: Forward reaction prediction with 1.9M reactions from USPTO patents (1976-2016). Task: Predict the product of the given reaction. (1) Given the reactants [F:1][C:2]([F:23])([F:22])[C:3]1[CH:4]=[C:5]([CH:15]=[C:16]([C:18]([F:21])([F:20])[F:19])[CH:17]=1)[CH2:6][NH:7][C:8]1[N:13]=[CH:12][C:11]([Br:14])=[CH:10][N:9]=1.[H-].[Na+].Cl[CH2:27][C:28]1[N:36]([CH2:37][CH:38]2[CH2:40][CH2:39]2)[C:31]2=NC=CC=[C:30]2[N:29]=1.C(O[CH2:44][CH3:45])C.[CH3:46][N:47](C)C=O, predict the reaction product. The product is: [F:23][C:2]([F:1])([F:22])[C:3]1[CH:4]=[C:5]([CH:15]=[C:16]([C:18]([F:21])([F:20])[F:19])[CH:17]=1)[CH2:6][N:7]([C:8]1[N:13]=[CH:12][C:11]([Br:14])=[CH:10][N:9]=1)[CH2:27][C:28]1[N:36]([CH2:37][CH:38]2[CH2:39][CH2:40]2)[C:31]2[C:30]([N:29]=1)=[N:47][CH:46]=[CH:44][CH:45]=2. (2) The product is: [C:19]12([CH2:29][C:30]([NH:1][N:2]3[N:11]=[C:10]([CH:12]4[CH2:17][CH2:16][CH2:15][CH2:14][CH2:13]4)[C:9]4[C:4](=[CH:5][CH:6]=[CH:7][CH:8]=4)[C:3]3=[O:18])=[O:31])[CH2:26][CH:25]3[CH2:24][CH:23]([CH2:22][CH:21]([CH2:27]3)[CH2:20]1)[CH2:28]2. Given the reactants [NH2:1][N:2]1[N:11]=[C:10]([CH:12]2[CH2:17][CH2:16][CH2:15][CH2:14][CH2:13]2)[C:9]2[C:4](=[CH:5][CH:6]=[CH:7][CH:8]=2)[C:3]1=[O:18].[C:19]12([CH2:29][C:30](Cl)=[O:31])[CH2:28][CH:23]3[CH2:24][CH:25]([CH2:27][CH:21]([CH2:22]3)[CH2:20]1)[CH2:26]2, predict the reaction product.